From a dataset of Catalyst prediction with 721,799 reactions and 888 catalyst types from USPTO. Predict which catalyst facilitates the given reaction. Reactant: [OH:1][CH2:2][CH2:3][O:4][NH:5][C:6]([C:8]1[C:17]([NH:18][C:19]2[CH:24]=[CH:23][C:22]([Br:25])=[CH:21][C:20]=2[Cl:26])=[C:16]([F:27])[C:11]2[N:12]=[CH:13][N:14]([CH3:15])[C:10]=2[CH:9]=1)=[O:7].O.[C:29]1([CH3:39])[CH:34]=[CH:33][C:32]([S:35]([OH:38])(=[O:37])=[O:36])=[CH:31][CH:30]=1. Product: [C:29]1([CH3:39])[CH:30]=[CH:31][C:32]([S:35]([OH:38])(=[O:36])=[O:37])=[CH:33][CH:34]=1.[OH:1][CH2:2][CH2:3][O:4][NH:5][C:6]([C:8]1[C:17]([NH:18][C:19]2[CH:24]=[CH:23][C:22]([Br:25])=[CH:21][C:20]=2[Cl:26])=[C:16]([F:27])[C:11]2[N:12]=[CH:13][N:14]([CH3:15])[C:10]=2[CH:9]=1)=[O:7]. The catalyst class is: 5.